The task is: Predict the product of the given reaction.. This data is from Forward reaction prediction with 1.9M reactions from USPTO patents (1976-2016). (1) Given the reactants [CH3:1][O:2][C:3]([C:5]1[CH:13]=[C:12]2[C:8]([CH:9]=[CH:10][NH:11]2)=[CH:7][CH:6]=1)=[O:4].[C:14]([O:18][C:19](O[C:19]([O:18][C:14]([CH3:17])([CH3:16])[CH3:15])=[O:20])=[O:20])([CH3:17])([CH3:16])[CH3:15], predict the reaction product. The product is: [CH3:1][O:2][C:3]([C:5]1[CH:13]=[C:12]2[C:8]([CH:9]=[CH:10][N:11]2[C:19]([O:18][C:14]([CH3:17])([CH3:16])[CH3:15])=[O:20])=[CH:7][CH:6]=1)=[O:4]. (2) The product is: [S:10]([N:20]1[C:28]2[N:27]=[CH:26][C:25]3[N:24]([CH:6]=[C:5]([C:4]([O:3][CH2:1][CH3:2])=[O:9])[N:29]=3)[C:23]=2[CH:22]=[CH:21]1)([C:13]1[CH:14]=[CH:15][C:16]([CH3:17])=[CH:18][CH:19]=1)(=[O:11])=[O:12]. Given the reactants [CH2:1]([O:3][C:4](=[O:9])[C:5](=O)[CH2:6]Br)[CH3:2].[S:10]([N:20]1[C:28]2[C:23](=[N:24][C:25]([NH2:29])=[CH:26][N:27]=2)[CH:22]=[CH:21]1)([C:13]1[CH:19]=[CH:18][C:16]([CH3:17])=[CH:15][CH:14]=1)(=[O:12])=[O:11].O1CCOCC1, predict the reaction product. (3) The product is: [CH3:21][C:20]([O:19][C:3]1[CH:4]=[CH:5][C:6]([C:7]2[C:16](=[O:17])[C:15]3[CH:14]=[CH:13][C:12]([O:18][C:28]([CH3:27])=[O:29])=[CH:11][C:10]=3[O:9][CH:8]=2)=[CH:1][CH:2]=1)=[O:22]. Given the reactants [CH:1]1[C:6]([C:7]2[C:16](=[O:17])[C:15]3[CH:14]=[CH:13][C:12]([OH:18])=[CH:11][C:10]=3[O:9][CH:8]=2)=[CH:5][CH:4]=[C:3]([OH:19])[CH:2]=1.[C:20](OC(=O)C)(=[O:22])[CH3:21].[CH3:27][C:28](CC(O)=O)=[O:29], predict the reaction product. (4) The product is: [CH3:9][O:8][C:6]1[C:5]([N+:10]([O-:12])=[O:11])=[CH:4][C:3]([CH3:13])=[C:2]([N:21]2[CH2:22][CH2:23][C:18]3([O:17][CH2:16][CH2:15][O:14]3)[CH2:19][CH2:20]2)[CH:7]=1. Given the reactants F[C:2]1[CH:7]=[C:6]([O:8][CH3:9])[C:5]([N+:10]([O-:12])=[O:11])=[CH:4][C:3]=1[CH3:13].[O:14]1[C:18]2([CH2:23][CH2:22][NH:21][CH2:20][CH2:19]2)[O:17][CH2:16][CH2:15]1, predict the reaction product. (5) Given the reactants C([O:3][C:4](=[O:47])[CH:5]([C:10]1[CH:11]=[C:12]([C:37]2[CH:42]=[CH:41][C:40]([C:43]([F:46])([F:45])[F:44])=[CH:39][CH:38]=2)[CH:13]=[C:14]([CH:16]2[CH2:21][CH2:20][CH2:19][N:18]([CH2:22][C:23]3[CH:28]=[CH:27][C:26]([O:29][C:30]4[CH:35]=[CH:34][C:33]([F:36])=[CH:32][CH:31]=4)=[CH:25][CH:24]=3)[CH2:17]2)[CH:15]=1)[CH2:6][CH:7]([CH3:9])[CH3:8])C.[OH-].[K+], predict the reaction product. The product is: [F:36][C:33]1[CH:34]=[CH:35][C:30]([O:29][C:26]2[CH:25]=[CH:24][C:23]([CH2:22][N:18]3[CH2:19][CH2:20][CH2:21][CH:16]([C:14]4[CH:15]=[C:10]([CH:5]([CH2:6][CH:7]([CH3:8])[CH3:9])[C:4]([OH:47])=[O:3])[CH:11]=[C:12]([C:37]5[CH:42]=[CH:41][C:40]([C:43]([F:45])([F:44])[F:46])=[CH:39][CH:38]=5)[CH:13]=4)[CH2:17]3)=[CH:28][CH:27]=2)=[CH:31][CH:32]=1.